Task: Predict which catalyst facilitates the given reaction.. Dataset: Catalyst prediction with 721,799 reactions and 888 catalyst types from USPTO (1) Reactant: [CH:1]1([C:4]2[O:8]C=[N:6][C:5]=2[C:9]([O:11][CH3:12])=[O:10])[CH2:3][CH2:2]1.CC1C=CC(S(O)(=O)=O)=CC=1.O. Product: [NH2:6][CH:5]([C:4]([CH:1]1[CH2:3][CH2:2]1)=[O:8])[C:9]([O:11][CH3:12])=[O:10]. The catalyst class is: 5. (2) Reactant: [C:1](OC(=O)C)(=[O:3])[CH3:2].S(=O)(=O)(O)O.[CH:13]([OH:26])([C:20]1[CH:25]=[CH:24][CH:23]=[CH:22][CH:21]=1)[C:14]1[CH:19]=[CH:18][CH:17]=[CH:16][CH:15]=1. Product: [C:1]([O:26][CH:13]([C:20]1[CH:21]=[CH:22][CH:23]=[CH:24][CH:25]=1)[C:14]1[CH:19]=[CH:18][CH:17]=[CH:16][CH:15]=1)(=[O:3])[CH3:2]. The catalyst class is: 4. (3) Reactant: CO[C:3]([C:5]1[N:10]=[CH:9][C:8]2[N:11]=[CH:12][NH:13][C:7]=2[CH:6]=1)=[O:4].[CH3:14][O:15][CH2:16][CH2:17][NH2:18]. Product: [CH3:14][O:15][CH2:16][CH2:17][NH:18][C:3]([C:5]1[N:10]=[CH:9][C:8]2[N:11]=[CH:12][NH:13][C:7]=2[CH:6]=1)=[O:4]. The catalyst class is: 5. (4) Reactant: [CH3:1][C:2]1([CH3:21])[C:10]2[C:5](=[CH:6][CH:7]=[CH:8][CH:9]=2)[C@@H:4]([NH:11][C@H](C2C=CC=CC=2)CO)[CH2:3]1.C([O-])(=O)C.C([O-])(=O)C.C([O-])(=O)C.C([O-])(=O)C.[Pb+4].Cl. Product: [CH3:1][C:2]1([CH3:21])[C:10]2[C:5](=[CH:6][CH:7]=[CH:8][CH:9]=2)[C@@H:4]([NH2:11])[CH2:3]1. The catalyst class is: 5. (5) Product: [CH3:3][C:4]1[CH:5]=[C:6]([CH:20]=[CH:21][C:22]=1[CH3:23])[C:7]([C:9]1[C:18](=[O:19])[C:17]2[C:12](=[CH:13][CH:14]=[CH:15][CH:16]=2)[N:11]([CH2:33][C:32]2[CH:35]=[CH:36][CH:37]=[CH:38][C:31]=2[C:30]([F:29])([F:39])[F:40])[CH:10]=1)=[O:8]. Reactant: [H-].[Na+].[CH3:3][C:4]1[CH:5]=[C:6]([CH:20]=[CH:21][C:22]=1[CH3:23])[C:7]([C:9]1[C:18](=[O:19])[C:17]2[C:12](=[CH:13][CH:14]=[CH:15][CH:16]=2)[NH:11][CH:10]=1)=[O:8].CN(C)C=O.[F:29][C:30]([F:40])([F:39])[C:31]1[CH:38]=[CH:37][CH:36]=[CH:35][C:32]=1[CH2:33]Br. The catalyst class is: 10. (6) Reactant: [CH3:1][O:2][C:3]1[C:8]2[O:9][CH2:10][CH2:11][O:12][C:7]=2[C:6]([C:13]2([CH:23]=[CH:24][C:25]([O:27][CH2:28][CH3:29])=[O:26])[CH2:22][CH2:21][C:16]3([O:20][CH2:19][CH2:18][O:17]3)[CH2:15][CH2:14]2)=[CH:5][CH:4]=1. Product: [CH3:1][O:2][C:3]1[C:8]2[O:9][CH2:10][CH2:11][O:12][C:7]=2[C:6]([C:13]2([CH2:23][CH2:24][C:25]([O:27][CH2:28][CH3:29])=[O:26])[CH2:22][CH2:21][C:16]3([O:17][CH2:18][CH2:19][O:20]3)[CH2:15][CH2:14]2)=[CH:5][CH:4]=1. The catalyst class is: 178. (7) Reactant: Cl.[CH3:2][O:3][C:4](=[O:38])/[CH:5]=[CH:6]/[C:7]1[CH:8]=[C:9]2[C:34](=[CH:35][CH:36]=1)[O:33][C:12]1([CH2:16][CH2:15][N:14](C(=O)[C@H](C3C=CC4C(=CC=C(OC)C=4)C=3)C)[CH2:13]1)[CH2:11][C:10]2=[O:37]. Product: [CH3:2][O:3][C:4](=[O:38])/[CH:5]=[CH:6]/[C:7]1[CH:8]=[C:9]2[C:34](=[CH:35][CH:36]=1)[O:33][C:12]1([CH2:16][CH2:15][NH:14][CH2:13]1)[CH2:11][C:10]2=[O:37]. The catalyst class is: 52. (8) Reactant: C([SiH](CC)CC)C.[CH2:8]([O:10][C:11]([C:13]1[NH:14][CH:15]=[C:16]([C:18](=O)[CH2:19][CH2:20][CH:21]2[CH2:25][CH2:24][CH2:23][CH2:22]2)[CH:17]=1)=[O:12])[CH3:9]. Product: [CH2:8]([O:10][C:11]([C:13]1[NH:14][CH:15]=[C:16]([CH2:18][CH2:19][CH2:20][CH:21]2[CH2:22][CH2:23][CH2:24][CH2:25]2)[CH:17]=1)=[O:12])[CH3:9]. The catalyst class is: 55. (9) Reactant: [NH2:1][C:2]1[S:3][C:4]([CH2:11][CH3:12])=[CH:5][C:6]=1[C:7]([O:9]C)=O.ClC(Cl)(O[C:17](=[O:23])OC(Cl)(Cl)Cl)Cl.C(N(CC)CC)C.[C:32]1([CH2:38][CH2:39][CH2:40][NH2:41])[CH:37]=[CH:36][CH:35]=[CH:34][CH:33]=1. Product: [CH2:11]([C:4]1[S:3][C:2]2[NH:1][C:17](=[O:23])[N:41]([CH2:40][CH2:39][CH2:38][C:32]3[CH:37]=[CH:36][CH:35]=[CH:34][CH:33]=3)[C:7](=[O:9])[C:6]=2[CH:5]=1)[CH3:12]. The catalyst class is: 2. (10) Reactant: S1C=C(C2C=CC(C(O)=O)=CC=2)N=N1.C1N=CN(C(N2C=NC=C2)=O)C=1.Cl.NC[C:30]1[CH:31]=[C:32]([CH:52]=[CH:53][CH:54]=1)[C:33]([NH:35]C1SC2C[C@@H](NC(=O)C(F)(F)F)CCC=2N=1)=[O:34].CCN(CC)CC.FC(F)(F)C(N)=O.C(=O)([O-])[O-].[K+].[K+].C(O)(C(F)(F)F)=O. Product: [C:33]([NH2:35])(=[O:34])[C:32]1[CH:52]=[CH:53][CH:54]=[CH:30][CH:31]=1. The catalyst class is: 656.